This data is from Catalyst prediction with 721,799 reactions and 888 catalyst types from USPTO. The task is: Predict which catalyst facilitates the given reaction. (1) Reactant: [C:1]([CH:8]1[CH2:13][C:12]2([CH2:16][NH2:17])[CH2:14][CH2:15][C:9]1([C:18]([NH2:20])=O)[CH2:10][CH2:11]2)([O:3][C:4]([CH3:7])([CH3:6])[CH3:5])=[O:2].C(Cl)(Cl)Cl.CO.O.O. Product: [C:1]([CH:8]1[CH2:13][C:12]2([CH2:16][NH2:17])[CH2:11][CH2:10][C:9]1([C:18]#[N:20])[CH2:15][CH2:14]2)([O:3][C:4]([CH3:7])([CH3:6])[CH3:5])=[O:2]. The catalyst class is: 202. (2) Reactant: C([O:3][C:4](=O)[CH:5]([CH3:15])[CH2:6][C:7]1[CH:12]=[CH:11][C:10]([F:13])=[CH:9][C:8]=1[F:14])C.C1(C)C=CC=CC=1.CC(C[AlH]CC(C)C)C.Cl. Product: [F:14][C:8]1[CH:9]=[C:10]([F:13])[CH:11]=[CH:12][C:7]=1[CH2:6][CH:5]([CH3:15])[CH2:4][OH:3]. The catalyst class is: 2. (3) Reactant: [CH3:1][O:2][C:3]1[CH:28]=[CH:27][C:6]([CH2:7][N:8]([C:22]2[S:23][CH:24]=[CH:25][N:26]=2)[S:9]([C:12]2[CH:13]=[CH:14][C:15]3[NH:20][CH2:19][CH2:18][O:17][C:16]=3[CH:21]=2)(=[O:11])=[O:10])=[CH:5][CH:4]=1.F[C:30]1[CH:38]=[CH:37][CH:36]=[CH:35][C:31]=1[C:32]([NH2:34])=[O:33].C(=O)([O-])[O-].[Cs+].[Cs+]. Product: [CH3:1][O:2][C:3]1[CH:4]=[CH:5][C:6]([CH2:7][N:8]([C:22]2[S:23][CH:24]=[CH:25][N:26]=2)[S:9]([C:12]2[CH:13]=[CH:14][C:15]3[N:20]([C:30]4[CH:38]=[CH:37][CH:36]=[CH:35][C:31]=4[C:32]([NH2:34])=[O:33])[CH2:19][CH2:18][O:17][C:16]=3[CH:21]=2)(=[O:11])=[O:10])=[CH:27][CH:28]=1. The catalyst class is: 248.